This data is from Reaction yield outcomes from USPTO patents with 853,638 reactions. The task is: Predict the reaction yield, written as a fraction of the theoretical maximum amount of product (1.0 means a 100% yield; for example, 0.34 means a 34% yield). (1) The reactants are [CH3:1][C:2]1[CH:6]=[C:5]([CH2:7][NH:8][C:9]2[N:14]=[C:13]([NH:15][C:16]3[NH:20][N:19]=[C:18]([O:21][CH2:22][C:23]4[CH:24]=[C:25]([CH:29]=[CH:30][CH:31]=4)C(O)=O)[CH:17]=3)[CH:12]=[CH:11][N:10]=2)[O:4][N:3]=1.C1(P(N=[N+]=[N-])(C2C=CC=CC=2)=[O:39])C=CC=CC=1.C([N:52]([CH:55](C)C)CC)(C)C.[C:58]([OH:62])([CH3:61])([CH3:60])[CH3:59]. No catalyst specified. The product is [CH3:1][C:2]1[CH:6]=[C:5]([CH2:7][NH:8][C:9]2[N:14]=[C:13]([NH:15][C:16]3[NH:20][N:19]=[C:18]([O:21][CH2:22][C:23]4[CH:24]=[C:25]([NH:52][C:55](=[O:39])[O:62][C:58]([CH3:61])([CH3:60])[CH3:59])[CH:29]=[CH:30][CH:31]=4)[CH:17]=3)[CH:12]=[CH:11][N:10]=2)[O:4][N:3]=1. The yield is 0.170. (2) The catalyst is CCO. The product is [NH2:26][C:17]1[CH:18]=[C:19]([C:22]([F:24])([F:23])[F:25])[CH:20]=[CH:21][C:16]=1[S:13]([NH:12][C:9]1[CH:10]=[CH:11][C:2]([Cl:1])=[C:3]2[C:8]=1[N:7]=[CH:6][CH:5]=[CH:4]2)(=[O:14])=[O:15]. The yield is 0.920. The reactants are [Cl:1][C:2]1[CH:11]=[CH:10][C:9]([NH:12][S:13]([C:16]2[CH:21]=[CH:20][C:19]([C:22]([F:25])([F:24])[F:23])=[CH:18][C:17]=2[N+:26]([O-])=O)(=[O:15])=[O:14])=[C:8]2[C:3]=1[CH:4]=[CH:5][CH:6]=[N:7]2.Cl[Sn]Cl. (3) The reactants are O1[C:5]2([CH2:10][CH2:9][CH:8]([CH:11]([CH2:17][CH3:18])[C:12]([O:14][CH2:15][CH3:16])=[O:13])[CH2:7][CH2:6]2)[O:4]CC1. The catalyst is C1COCC1.Cl. The product is [O:4]=[C:5]1[CH2:10][CH2:9][CH:8]([CH:11]([CH2:17][CH3:18])[C:12]([O:14][CH2:15][CH3:16])=[O:13])[CH2:7][CH2:6]1. The yield is 0.890. (4) The reactants are [CH:1]([N:14]1[CH2:17][C:16]([CH3:19])(O)[CH2:15]1)([C:8]1[CH:13]=[CH:12][CH:11]=[CH:10][CH:9]=1)[C:2]1[CH:7]=[CH:6][CH:5]=[CH:4][CH:3]=1.CS([Cl:24])(=O)=O. The catalyst is C(Cl)Cl. The product is [CH:1]([N:14]1[CH2:17][C:16]([Cl:24])([CH3:19])[CH2:15]1)([C:8]1[CH:13]=[CH:12][CH:11]=[CH:10][CH:9]=1)[C:2]1[CH:7]=[CH:6][CH:5]=[CH:4][CH:3]=1. The yield is 0.220. (5) The reactants are Cl.Cl[CH2:3][C:4]1[CH:9]=[CH:8][N:7]=[CH:6][CH:5]=1.[CH3:10][NH2:11].CCO. No catalyst specified. The product is [CH3:10][NH:11][CH2:3][C:4]1[CH:9]=[CH:8][N:7]=[CH:6][CH:5]=1. The yield is 0.790.